This data is from Peptide-MHC class I binding affinity with 185,985 pairs from IEDB/IMGT. The task is: Regression. Given a peptide amino acid sequence and an MHC pseudo amino acid sequence, predict their binding affinity value. This is MHC class I binding data. (1) The peptide sequence is KIAPGIADIR. The MHC is HLA-A33:01 with pseudo-sequence HLA-A33:01. The binding affinity (normalized) is 0. (2) The MHC is HLA-B46:01 with pseudo-sequence HLA-B46:01. The peptide sequence is NTDAFSREY. The binding affinity (normalized) is 0.0847. (3) The peptide sequence is DPMVIENGI. The MHC is HLA-B51:01 with pseudo-sequence HLA-B51:01. The binding affinity (normalized) is 0.672. (4) The peptide sequence is KAIKNFLPL. The MHC is H-2-Kb with pseudo-sequence H-2-Kb. The binding affinity (normalized) is 0.518. (5) The MHC is HLA-A26:01 with pseudo-sequence HLA-A26:01. The binding affinity (normalized) is 0.0847. The peptide sequence is IISTNTLGK.